From a dataset of Full USPTO retrosynthesis dataset with 1.9M reactions from patents (1976-2016). Predict the reactants needed to synthesize the given product. (1) Given the product [F:25][C:26]1[CH:27]=[C:28]([NH:37][C:38]([C@@H:40]2[N:49]([C:65]([C@H:63]3[CH2:64][C@@H:62]3[CH2:61][C:60]([O:59][CH2:52][C:53]3[CH:54]=[CH:55][CH:56]=[CH:57][CH:58]=3)=[O:68])=[O:66])[CH2:48][CH2:47][C:46]3[N:45]=[C:44]([O:50][CH3:51])[CH:43]=[CH:42][C:41]2=3)=[O:39])[CH:29]=[C:30]2[C:34]=1[C:33]([CH3:35])([CH3:36])[CH2:32][CH2:31]2, predict the reactants needed to synthesize it. The reactants are: CN(C(ON1N=NC2C=CC=NC1=2)=[N+](C)C)C.F[P-](F)(F)(F)(F)F.[F:25][C:26]1[CH:27]=[C:28]([NH:37][C:38]([C@@H:40]2[NH:49][CH2:48][CH2:47][C:46]3[N:45]=[C:44]([O:50][CH3:51])[CH:43]=[CH:42][C:41]2=3)=[O:39])[CH:29]=[C:30]2[C:34]=1[C:33]([CH3:36])([CH3:35])[CH2:32][CH2:31]2.[CH2:52]([O:59][C:60](=[O:68])[CH2:61][C@H:62]1[CH2:64][C@@H:63]1[C:65](O)=[O:66])[C:53]1[CH:58]=[CH:57][CH:56]=[CH:55][CH:54]=1.CCN(C(C)C)C(C)C. (2) Given the product [OH:18][N:17]=[C:8]1[CH2:7][CH2:6][CH2:5][C:4]2[N:3]([CH2:12][C:13]([OH:15])=[O:14])[C:2]([CH3:1])=[CH:10][C:9]1=2, predict the reactants needed to synthesize it. The reactants are: [CH3:1][C:2]1[N:3]([CH2:12][C:13]([OH:15])=[O:14])[C:4]2[CH2:5][CH2:6][CH2:7][C:8](=O)[C:9]=2[CH:10]=1.Cl.[NH2:17][OH:18].C([O-])(=O)C.[Na+].